This data is from CYP3A4 inhibition data for predicting drug metabolism from PubChem BioAssay. The task is: Regression/Classification. Given a drug SMILES string, predict its absorption, distribution, metabolism, or excretion properties. Task type varies by dataset: regression for continuous measurements (e.g., permeability, clearance, half-life) or binary classification for categorical outcomes (e.g., BBB penetration, CYP inhibition). Dataset: cyp3a4_veith. The compound is Oc1c(Br)cc(Br)cc1CN(Cc1cc(Br)cc(Br)c1O)C1CCCCC1. The result is 0 (non-inhibitor).